This data is from Antibody developability classification from SAbDab with 2,409 antibodies. The task is: Regression/Classification. Given an antibody's heavy chain and light chain sequences, predict its developability. TAP uses regression for 5 developability metrics; SAbDab uses binary classification. (1) The antibody is ['DVQLQESGPSLVKPSQTLSLTCSVTGDSITSDYWSWIRKFPGNRLEYMGYVSYSGSTAYNPSLKSRISITRDTSKNQYYLDLNSVTTEDTATYYCANWDGDYWGQGTLVTVSA', 'PROT_5A288C7C']. Result: 0 (not developable). (2) The antibody is ['4kkl', 'DIVLTQSPAIMSAAPGDKVTMTCSASSSVSYIHWYQQKSGTSPKRWIYDTSKLTSGVPVRFSGSGSGTSYSLTINTMEAEDAATYYCQQWSSHPQTFGGGTKLEIL']. Result: 0 (not developable). (3) The antibody is ['EVQLVESGGGLVQPGGSLRLSCAASGFNIKDTWIHWVRQAPGKGLEWVARIYPTNGYTRYADSVKGRFTISADTSKNTAYLQMNSLRAEDTAVYYCSRWGGMMFYAMDYWGQGTLVTVSS', 'DIQMTQSPSSLSASVGDRVTITCRASQDIPRSISGYVAWYQQKPGKAPKLLIYWGSYLYSGVPSRFSGSGSGTDFTLTISSLQPEDFATYYCQQHYTTPPTFGQGTKVEIK']. Result: 0 (not developable). (4) The antibody is ['2atk', 'PROT_7E7F8549']. Result: 0 (not developable). (5) The antibody is ['QVQLVESGGGVVQPGRSLRLSCAASGFTFSSYGMHWVRQAPGKGLEWVAVIWYDGSNKYYADSVKGRFTISRDNSKNTLYLQMNSLRAEDTAVYYCARDPRGATLYYYYYGMDVWGQGTTVTVSS', 'DIQMTQSPSSLSASVGDRVTITCRASQSINSYLDWYQQKPGKAPKLLIYAASSLQSGVPSRFSGSGSGTDFTLTISSLQPEDFATYYCQQYYSTPFTFGPGTKVEIK']. Result: 0 (not developable). (6) The antibody is ['QVQLQESGPELVKPGASVKMSCKASGYSFTAYNMHWVKQSHGKSLEWIGFIDPYSGIITYNQTFKGKATLTVDKSSSTAYMQLNSLTSEDSAVYYCARRGYYDGGFDYWGQGTTLTVSS', 'DIQMTQTTSSLSASLGDRVTISCRASQDITNYLNWYQQKPDGTVKLLIYYTSRLHSGVPSRFSGSGSGTDYSLTISNLEQEDIATYFCQQDSKHPRTFGGGTKLEIK']. Result: 0 (not developable).